Dataset: NCI-60 drug combinations with 297,098 pairs across 59 cell lines. Task: Regression. Given two drug SMILES strings and cell line genomic features, predict the synergy score measuring deviation from expected non-interaction effect. (1) Drug 1: CCC1=C2CN3C(=CC4=C(C3=O)COC(=O)C4(CC)O)C2=NC5=C1C=C(C=C5)O. Drug 2: CC12CCC3C(C1CCC2O)C(CC4=C3C=CC(=C4)O)CCCCCCCCCS(=O)CCCC(C(F)(F)F)(F)F. Cell line: SN12C. Synergy scores: CSS=18.2, Synergy_ZIP=-3.89, Synergy_Bliss=-0.691, Synergy_Loewe=-36.0, Synergy_HSA=-0.772. (2) Drug 1: C1CCN(CC1)CCOC2=CC=C(C=C2)C(=O)C3=C(SC4=C3C=CC(=C4)O)C5=CC=C(C=C5)O. Drug 2: C1=CC(=CC=C1CC(C(=O)O)N)N(CCCl)CCCl.Cl. Cell line: CCRF-CEM. Synergy scores: CSS=50.0, Synergy_ZIP=3.94, Synergy_Bliss=3.33, Synergy_Loewe=-8.63, Synergy_HSA=-0.0591.